From a dataset of Full USPTO retrosynthesis dataset with 1.9M reactions from patents (1976-2016). Predict the reactants needed to synthesize the given product. Given the product [CH2:33]([C:23]1[N:22]([C:19]2[CH:18]=[CH:17][C:16]([CH2:15][CH2:14][NH:13][C:11]([NH:10][S:7]([C:4]3[C:40]4[C:35](=[CH:36][CH:37]=[CH:38][CH:39]=4)[CH:1]=[CH:2][CH:3]=3)(=[O:8])=[O:9])=[O:12])=[CH:21][CH:20]=2)[C:26]2=[N:27][C:28]([CH3:32])=[CH:29][C:30]([CH3:31])=[C:25]2[N:24]=1)[CH3:34], predict the reactants needed to synthesize it. The reactants are: [C:1]1([C:35]2[CH:40]=[CH:39][CH:38]=[CH:37][CH:36]=2)C=C[C:4]([S:7]([NH:10][C:11]([NH:13][CH2:14][CH2:15][C:16]2[CH:21]=[CH:20][C:19]([N:22]3[C:26]4=[N:27][C:28]([CH3:32])=[CH:29][C:30]([CH3:31])=[C:25]4[N:24]=[C:23]3[CH2:33][CH3:34])=[CH:18][CH:17]=2)=[O:12])(=[O:9])=[O:8])=[CH:3][CH:2]=1.C1(S(N)(=O)=O)C2C(=CC=CC=2)C=CC=1.